From a dataset of Forward reaction prediction with 1.9M reactions from USPTO patents (1976-2016). Predict the product of the given reaction. (1) Given the reactants [NH2:1][C@H:2]([C:4]1[N:9]([C:10]2[CH:15]=[CH:14][CH:13]=[CH:12][CH:11]=2)[C:8](=[O:16])[C:7]2=[C:17]([S:20][C:21]3[CH:26]=[CH:25][C:24]([O:27][CH3:28])=[C:23]([F:29])[CH:22]=3)[CH:18]=[CH:19][N:6]2[N:5]=1)[CH3:3].[NH2:30][C:31]1[C:36]([C:37]#[N:38])=[C:35](Cl)[N:34]=[CH:33][N:32]=1.CCN(C(C)C)C(C)C, predict the reaction product. The product is: [NH2:30][C:31]1[C:36]([C:37]#[N:38])=[C:35]([NH:1][C@H:2]([C:4]2[N:9]([C:10]3[CH:15]=[CH:14][CH:13]=[CH:12][CH:11]=3)[C:8](=[O:16])[C:7]3=[C:17]([S:20][C:21]4[CH:26]=[CH:25][C:24]([O:27][CH3:28])=[C:23]([F:29])[CH:22]=4)[CH:18]=[CH:19][N:6]3[N:5]=2)[CH3:3])[N:34]=[CH:33][N:32]=1. (2) The product is: [O:24]1[C:28]2[CH:29]=[CH:30][C:31]([C:33]([N:4]([CH2:2][CH3:3])[C@@H:5]([CH2:17][C:18]3[CH:19]=[CH:20][CH:21]=[CH:22][CH:23]=3)[CH2:6][CH2:7][NH:8][C:9]([C:11]3[CH:16]=[CH:15][CH:14]=[CH:13][N:12]=3)=[O:10])=[O:35])=[CH:32][C:27]=2[O:26][CH2:25]1. Given the reactants Cl.[CH2:2]([NH:4][C@@H:5]([CH2:17][C:18]1[CH:23]=[CH:22][CH:21]=[CH:20][CH:19]=1)[CH2:6][CH2:7][NH:8][C:9]([C:11]1[CH:16]=[CH:15][CH:14]=[CH:13][N:12]=1)=[O:10])[CH3:3].[O:24]1[C:28]2[CH:29]=[CH:30][C:31]([C:33]([OH:35])=O)=[CH:32][C:27]=2[O:26][CH2:25]1.C1C=CC2N(O)N=NC=2C=1.Cl.C(N(CC)CC)C, predict the reaction product. (3) Given the reactants [Cl:1][C:2]1[CH:3]=[C:4]([CH2:9][C:10]#N)[CH:5]=[C:6]([CH3:8])[CH:7]=1.[OH-:12].[Na+].S(=O)(=O)(O)O.[CH2:19]([OH:21])[CH3:20], predict the reaction product. The product is: [C:19]([O:12][CH2:10][CH2:9][C:4]1[CH:5]=[C:6]([CH3:8])[CH:7]=[C:2]([Cl:1])[CH:3]=1)(=[O:21])[CH3:20]. (4) Given the reactants C([NH:9][C:10]([NH:12][C:13]1[C:18]([O:19][C:20]2[CH:25]=[CH:24][C:23]([F:26])=[CH:22][C:21]=2[Br:27])=[CH:17][C:16]([S:28][C:29]2[CH:34]=[CH:33][CH:32]=[C:31]([O:35][CH3:36])[CH:30]=2)=[CH:15][N:14]=1)=[S:11])(=O)C1C=CC=CC=1.CCO.[OH-].[Na+], predict the reaction product. The product is: [Br:27][C:21]1[CH:22]=[C:23]([F:26])[CH:24]=[CH:25][C:20]=1[O:19][C:18]1[C:13]([NH:12][C:10]([NH2:9])=[S:11])=[N:14][CH:15]=[C:16]([S:28][C:29]2[CH:34]=[CH:33][CH:32]=[C:31]([O:35][CH3:36])[CH:30]=2)[CH:17]=1. (5) Given the reactants [Br:1][C:2]1[CH:10]=[CH:9][C:5]([C:6]([O-])=[O:7])=[CH:4][CH:3]=1.[NH2:11][NH2:12], predict the reaction product. The product is: [Br:1][C:2]1[CH:10]=[CH:9][C:5]([C:6]([NH:11][NH2:12])=[O:7])=[CH:4][CH:3]=1.